Dataset: Full USPTO retrosynthesis dataset with 1.9M reactions from patents (1976-2016). Task: Predict the reactants needed to synthesize the given product. (1) Given the product [Cl:22][C:20]1[CH:21]=[C:16]([NH:14][C:12]2[CH:13]=[C:7]3[CH2:6][N:5]([CH:3]4[CH2:4][O:1][CH2:2]4)[CH2:10][CH2:9][N:8]3[N:11]=2)[C:17](=[O:24])[N:18]([CH3:23])[N:19]=1, predict the reactants needed to synthesize it. The reactants are: [O:1]1[CH2:4][CH:3]([N:5]2[CH2:10][CH2:9][N:8]3[N:11]=[C:12]([NH2:14])[CH:13]=[C:7]3[CH2:6]2)[CH2:2]1.Br[C:16]1[C:17](=[O:24])[N:18]([CH3:23])[N:19]=[C:20]([Cl:22])[CH:21]=1.CC1(C)C2C(=C(P(C3C=CC=CC=3)C3C=CC=CC=3)C=CC=2)OC2C(P(C3C=CC=CC=3)C3C=CC=CC=3)=CC=CC1=2.C(=O)([O-])[O-].[Cs+].[Cs+]. (2) The reactants are: C([O:3][C:4](=[O:19])[CH:5]([C:11]1[C:16]([Cl:17])=[CH:15][C:14]([Cl:18])=[CH:13][N:12]=1)C(OCC)=O)C.[OH-].[Na+]. Given the product [Cl:17][C:16]1[C:11]([CH2:5][C:4]([OH:19])=[O:3])=[N:12][CH:13]=[C:14]([Cl:18])[CH:15]=1, predict the reactants needed to synthesize it. (3) Given the product [F:1][C:2]1[CH:7]=[CH:6][C:5]([N:8]2[C:13](=[O:14])[C:12]([CH2:15][Br:31])=[C:11]([C:16]3[CH:21]=[CH:20][C:19]([S:22]([CH3:25])(=[O:23])=[O:24])=[CH:18][CH:17]=3)[CH:10]=[N:9]2)=[CH:4][CH:3]=1, predict the reactants needed to synthesize it. The reactants are: [F:1][C:2]1[CH:7]=[CH:6][C:5]([N:8]2[C:13](=[O:14])[C:12]([CH3:15])=[C:11]([C:16]3[CH:21]=[CH:20][C:19]([S:22]([CH3:25])(=[O:24])=[O:23])=[CH:18][CH:17]=3)[CH:10]=[N:9]2)=[CH:4][CH:3]=1.C(Cl)(Cl)(Cl)Cl.[Br:31]N1C(=O)CCC1=O. (4) Given the product [OH:26][C:21]12[CH2:25][CH:17]3[CH2:18][CH:19]([CH2:24][CH:23]([CH:16]3[NH:15][C:13]([C:5]3[C:6]([N:8]4[CH2:9][CH2:10][CH2:11][CH2:12]4)=[N:7][C:2]([NH:33][C@H:30]4[CH2:31][CH2:32][O:28][CH2:29]4)=[N:3][CH:4]=3)=[O:14])[CH2:22]1)[CH2:20]2, predict the reactants needed to synthesize it. The reactants are: Cl[C:2]1[N:7]=[C:6]([N:8]2[CH2:12][CH2:11][CH2:10][CH2:9]2)[C:5]([C:13]([NH:15][CH:16]2[CH:23]3[CH2:24][CH:19]4[CH2:20][C:21]([OH:26])([CH2:25][CH:17]2[CH2:18]4)[CH2:22]3)=[O:14])=[CH:4][N:3]=1.Cl.[O:28]1[CH2:32][CH2:31][C@H:30]([NH2:33])[CH2:29]1. (5) Given the product [F:26][C:25]([F:27])([F:28])[C:16]1[CH:17]=[C:18]([C:21]([F:24])([F:22])[F:23])[CH:19]=[CH:20][C:15]=1[CH2:14][N:4]1[C:5]2[C:10](=[CH:9][C:8]([CH:11]=[O:12])=[CH:7][CH:6]=2)[C:2]([I:1])=[N:3]1, predict the reactants needed to synthesize it. The reactants are: [I:1][C:2]1[C:10]2[C:5](=[CH:6][CH:7]=[C:8]([CH:11]=[O:12])[CH:9]=2)[NH:4][N:3]=1.Br[CH2:14][C:15]1[CH:20]=[CH:19][C:18]([C:21]([F:24])([F:23])[F:22])=[CH:17][C:16]=1[C:25]([F:28])([F:27])[F:26]. (6) Given the product [Cl:1][C:2]1[N:3]=[CH:4][N:5]([C:7]2[CH:12]=[CH:11][C:10]([NH:13][C:14]3[N:18]=[C:17]4[C:19]5([CH2:25][CH2:26][CH2:27][CH2:28][N:16]4[N:15]=3)[S:20][CH2:21][CH2:22][CH2:23][S:24]5)=[CH:9][C:8]=2[O:30][CH3:31])[CH:6]=1, predict the reactants needed to synthesize it. The reactants are: [Cl:1][C:2]1[N:3]=[CH:4][N:5]([C:7]2[CH:12]=[CH:11][C:10]([NH:13][C:14]3[N:18]=[C:17]([C:19]4([CH2:25][CH2:26][CH2:27][CH2:28]Cl)[S:24][CH2:23][CH2:22][CH2:21][S:20]4)[NH:16][N:15]=3)=[CH:9][C:8]=2[O:30][CH3:31])[CH:6]=1.C(=O)([O-])[O-].[K+].[K+].[I-].[K+]. (7) The reactants are: [C:1]([C:4]1[CH:9]=[CH:8][C:7]([CH2:10][C:11]([OH:13])=[O:12])=[C:6]([Cl:14])[CH:5]=1)(=[O:3])[CH3:2].C(N(CC)CC)C.[N+:22]([C:25]1[CH:32]=[CH:31][C:28]([CH2:29]Br)=[CH:27][CH:26]=1)([O-:24])=[O:23]. Given the product [C:1]([C:4]1[CH:9]=[CH:8][C:7]([CH2:10][C:11]([O:13][CH2:29][C:28]2[CH:31]=[CH:32][C:25]([N+:22]([O-:24])=[O:23])=[CH:26][CH:27]=2)=[O:12])=[C:6]([Cl:14])[CH:5]=1)(=[O:3])[CH3:2], predict the reactants needed to synthesize it.